This data is from Reaction yield outcomes from USPTO patents with 853,638 reactions. The task is: Predict the reaction yield, written as a fraction of the theoretical maximum amount of product (1.0 means a 100% yield; for example, 0.34 means a 34% yield). (1) The reactants are ClCCl.Br[C:5]1[CH:6]=[C:7]([CH:13]=[C:14]([F:16])[CH:15]=1)[C:8]([O:10][CH2:11][CH3:12])=[O:9].[CH3:17][C:18]1([CH3:34])[C:22]([CH3:24])([CH3:23])[O:21][B:20]([B:20]2[O:21][C:22]([CH3:24])([CH3:23])[C:18]([CH3:34])([CH3:17])[O:19]2)[O:19]1.C([O-])(=O)C.[K+]. The catalyst is CS(C)=O.C(OCC)(=O)C. The product is [F:16][C:14]1[CH:13]=[C:7]([CH:6]=[C:5]([B:20]2[O:21][C:22]([CH3:24])([CH3:23])[C:18]([CH3:34])([CH3:17])[O:19]2)[CH:15]=1)[C:8]([O:10][CH2:11][CH3:12])=[O:9]. The yield is 0.790. (2) The reactants are CC(C)([O-])C.[K+].C1(C)C=CC(S([CH2:16][N+:17]#[C-])(=O)=O)=CC=1.[Br:20][C:21]1[CH:28]=[CH:27][C:24]([CH:25]=O)=[C:23]([O:29][CH3:30])[CH:22]=1.CO. The catalyst is COCCOC. The product is [Br:20][C:21]1[CH:28]=[CH:27][C:24]([CH2:25][C:16]#[N:17])=[C:23]([O:29][CH3:30])[CH:22]=1. The yield is 0.820. (3) The reactants are [C:1]1([C:13]2[C:14]([OH:24])=[CH:15][CH:16]=[C:17]3[C:22]=2[CH:21]=[C:20]([OH:23])[CH:19]=[CH:18]3)[C:2]([OH:12])=[CH:3][CH:4]=[C:5]2[C:10]=1[CH:9]=[C:8]([OH:11])[CH:7]=[CH:6]2. The catalyst is O. The product is [OH2:11].[C:13]1([C:1]2[C:2]([OH:12])=[CH:3][CH:4]=[C:5]3[C:10]=2[CH:9]=[C:8]([OH:11])[CH:7]=[CH:6]3)[C:14]([OH:24])=[CH:15][CH:16]=[C:17]2[C:22]=1[CH:21]=[C:20]([OH:23])[CH:19]=[CH:18]2. The yield is 0.990. (4) The reactants are [NH4+].[Br-].[C:3]1([NH2:10])[CH:8]=[CH:7][CH:6]=[CH:5][C:4]=1[NH2:9].[CH:11](=O)[C:12]1[CH:17]=[CH:16][C:15]([O:18][CH3:19])=[CH:14][CH:13]=1. The catalyst is CO. The product is [CH3:19][O:18][C:15]1[CH:16]=[CH:17][C:12]([CH2:11][N:9]2[C:4]3[CH:5]=[CH:6][CH:7]=[CH:8][C:3]=3[N:10]=[C:11]2[C:12]2[CH:17]=[CH:16][C:15]([O:18][CH3:19])=[CH:14][CH:13]=2)=[CH:13][CH:14]=1. The yield is 0.380. (5) The reactants are [CH3:1][C:2]1[CH:3]=[C:4]([NH:16][C:17]2[C:26]3[C:21](=[CH:22][CH:23]=[CH:24][C:25]=3[O:27][C@H:28]([CH3:32])[C:29]([OH:31])=O)[N:20]=[CH:19][N:18]=2)[CH:5]=[CH:6][C:7]=1[O:8][C:9]1[CH:10]=[N:11][C:12]([CH3:15])=[CH:13][CH:14]=1.[CH3:33][NH2:34]. No catalyst specified. The product is [CH3:33][NH:34][C:29](=[O:31])[C@H:28]([O:27][C:25]1[CH:24]=[CH:23][CH:22]=[C:21]2[C:26]=1[C:17]([NH:16][C:4]1[CH:5]=[CH:6][C:7]([O:8][C:9]3[CH:10]=[N:11][C:12]([CH3:15])=[CH:13][CH:14]=3)=[C:2]([CH3:1])[CH:3]=1)=[N:18][CH:19]=[N:20]2)[CH3:32]. The yield is 0.870. (6) The reactants are C(OC(=O)[NH:7][CH2:8][CH2:9][CH2:10][N:11]([CH2:13][CH2:14][CH2:15][N:16]1[C:25](=[O:26])[CH:24]2[CH:27]=[CH:28][CH:29]=[C:22]3[CH:23]2[C:18](=[CH:19][CH:20]=[CH:21]3)[C:17]1=[O:30])[CH3:12])(C)(C)C.FC(F)(F)C(O)=O. The catalyst is C(Cl)Cl. The product is [NH2:7][CH2:8][CH2:9][CH2:10][N:11]([CH3:12])[CH2:13][CH2:14][CH2:15][N:16]1[C:25](=[O:26])[CH:24]2[CH:27]=[CH:28][CH:29]=[C:22]3[CH:23]2[C:18](=[CH:19][CH:20]=[CH:21]3)[C:17]1=[O:30]. The yield is 0.920.